From a dataset of Reaction yield outcomes from USPTO patents with 853,638 reactions. Predict the reaction yield, written as a fraction of the theoretical maximum amount of product (1.0 means a 100% yield; for example, 0.34 means a 34% yield). (1) The reactants are [CH:1]([OH:4])([CH3:3])[CH3:2].[Na].[C:6]([C:8]1[CH:9]=[CH:10][C:11](I)=[C:12]([CH:16]=1)[C:13]([OH:15])=[O:14])#[N:7]. The catalyst is [Cu]Br. The product is [C:6]([C:8]1[CH:9]=[CH:10][C:11]([O:4][CH:1]([CH3:3])[CH3:2])=[C:12]([CH:16]=1)[C:13]([OH:15])=[O:14])#[N:7]. The yield is 0.550. (2) The reactants are [Cl:1][C:2]1[CH:11]=[C:10]([Cl:12])[C:9]2[N:8]=[CH:7][C:6]([CH3:13])=[N:5][C:4]=2[C:3]=1[OH:14].[CH2:15](Br)[C:16]1[CH:21]=[CH:20][CH:19]=[CH:18][CH:17]=1.[OH-].[K+]. The catalyst is CCO. The product is [CH2:15]([O:14][C:3]1[C:2]([Cl:1])=[CH:11][C:10]([Cl:12])=[C:9]2[C:4]=1[N:5]=[C:6]([CH3:13])[CH:7]=[N:8]2)[C:16]1[CH:21]=[CH:20][CH:19]=[CH:18][CH:17]=1. The yield is 0.470. (3) The reactants are [CH:1]([C:4]1[C:8]([CH2:9][C:10](OCC)=[O:11])=[CH:7][N:6]([C:15]2[CH:20]=[CH:19][C:18]([C:21]([F:24])([F:23])[F:22])=[CH:17][N:16]=2)[N:5]=1)([CH3:3])[CH3:2].O1CCCC1.[H-].C([Al+]CC(C)C)C(C)C.Cl. The catalyst is C1(C)C=CC=CC=1. The product is [CH:1]([C:4]1[C:8]([CH2:9][CH2:10][OH:11])=[CH:7][N:6]([C:15]2[CH:20]=[CH:19][C:18]([C:21]([F:22])([F:24])[F:23])=[CH:17][N:16]=2)[N:5]=1)([CH3:3])[CH3:2]. The yield is 0.510. (4) The reactants are [N:1]12[CH2:8][CH2:7][C:4]([C:9]([C:17]3[CH:22]=[CH:21][CH:20]=[CH:19][CH:18]=3)([C:11]3[CH:16]=[CH:15][CH:14]=[CH:13][CH:12]=3)[OH:10])([CH2:5][CH2:6]1)[CH2:3][CH2:2]2.[Br:23][CH2:24][CH2:25][O:26][CH2:27][C:28]1[CH:33]=[CH:32][C:31]([Cl:34])=[CH:30][CH:29]=1. The catalyst is CC#N.C(Cl)(Cl)Cl. The product is [Br-:23].[Cl:34][C:31]1[CH:30]=[CH:29][C:28]([CH2:27][O:26][CH2:25][CH2:24][N+:1]23[CH2:6][CH2:5][C:4]([C:9]([OH:10])([C:17]4[CH:22]=[CH:21][CH:20]=[CH:19][CH:18]=4)[C:11]4[CH:12]=[CH:13][CH:14]=[CH:15][CH:16]=4)([CH2:3][CH2:2]2)[CH2:7][CH2:8]3)=[CH:33][CH:32]=1. The yield is 0.320.